From a dataset of Forward reaction prediction with 1.9M reactions from USPTO patents (1976-2016). Predict the product of the given reaction. (1) Given the reactants [S:1]([NH:11][C@H:12]([C:29]1[CH:34]=[CH:33][CH:32]=[C:31]([O:35][CH2:36][C:37]2[CH:42]=[CH:41][CH:40]=[CH:39][CH:38]=2)[CH:30]=1)[C@@H:13]([C:15]1[CH:20]=[CH:19][CH:18]=[C:17]([O:21][CH2:22][C:23]2[CH:28]=[CH:27][CH:26]=[CH:25][CH:24]=2)[CH:16]=1)[NH2:14])([C:4]1[CH:10]=[CH:9][C:7]([CH3:8])=[CH:6][CH:5]=1)(=[O:3])=[O:2].C(N(CC)C(C)C)(C)C.[C:52](O[C:52]([O:54][C:55]([CH3:58])([CH3:57])[CH3:56])=[O:53])([O:54][C:55]([CH3:58])([CH3:57])[CH3:56])=[O:53], predict the reaction product. The product is: [C:52]([NH:14][C@H:13]([C:15]1[CH:20]=[CH:19][CH:18]=[C:17]([O:21][CH2:22][C:23]2[CH:28]=[CH:27][CH:26]=[CH:25][CH:24]=2)[CH:16]=1)[C@@H:12]([C:29]1[CH:34]=[CH:33][CH:32]=[C:31]([O:35][CH2:36][C:37]2[CH:42]=[CH:41][CH:40]=[CH:39][CH:38]=2)[CH:30]=1)[NH:11][S:1]([C:4]1[CH:10]=[CH:9][C:7]([CH3:8])=[CH:6][CH:5]=1)(=[O:2])=[O:3])([O:54][C:55]([CH3:58])([CH3:57])[CH3:56])=[O:53]. (2) Given the reactants [CH:1]1([CH2:4][NH2:5])[CH2:3][CH2:2]1.[CH3:6][C:7]1[CH:12]=[CH:11][C:10]([C:13]2[O:14][C:15]([CH3:18])=[N:16][N:17]=2)=[CH:9][C:8]=1[C:19]1[CH:24]=[CH:23][C:22]([C:25](Cl)=[O:26])=[CH:21][CH:20]=1, predict the reaction product. The product is: [CH:1]1([CH2:4][NH:5][C:25]([C:22]2[CH:21]=[CH:20][C:19]([C:8]3[CH:9]=[C:10]([C:13]4[O:14][C:15]([CH3:18])=[N:16][N:17]=4)[CH:11]=[CH:12][C:7]=3[CH3:6])=[CH:24][CH:23]=2)=[O:26])[CH2:3][CH2:2]1. (3) Given the reactants C([N:8]1[CH2:13][CH2:12][CH2:11][C@@H:10]([N:14]2[CH2:23][CH2:22][C:21]3[C:16](=[CH:17][CH:18]=[C:19]([C:24]4[CH:29]=[CH:28][C:27]([C:30]([N:32]5[CH2:36][CH2:35][CH2:34][CH2:33]5)=[O:31])=[CH:26][CH:25]=4)[CH:20]=3)[C:15]2=[O:37])[CH2:9]1)C1C=CC=CC=1, predict the reaction product. The product is: [NH:8]1[CH2:13][CH2:12][CH2:11][C@@H:10]([N:14]2[CH2:23][CH2:22][C:21]3[C:16](=[CH:17][CH:18]=[C:19]([C:24]4[CH:29]=[CH:28][C:27]([C:30]([N:32]5[CH2:33][CH2:34][CH2:35][CH2:36]5)=[O:31])=[CH:26][CH:25]=4)[CH:20]=3)[C:15]2=[O:37])[CH2:9]1. (4) Given the reactants [CH2:1]([Zn]CC)C.FC(F)(F)C(O)=O.ICI.[Br:16][C:17]1[CH:22]=[CH:21][C:20]([CH:23]=[CH2:24])=[C:19]([O:25][CH2:26][CH2:27][CH2:28][O:29][CH3:30])[CH:18]=1, predict the reaction product. The product is: [Br:16][C:17]1[CH:22]=[CH:21][C:20]([CH:23]2[CH2:1][CH2:24]2)=[C:19]([O:25][CH2:26][CH2:27][CH2:28][O:29][CH3:30])[CH:18]=1. (5) Given the reactants [CH3:1][N:2]1[CH:6]=[C:5]([C:7]2[N:12]=[CH:11][C:10]([CH2:13][C:14]3[C:15]([CH3:25])=[CH:16][C:17]([OH:24])=[C:18]([CH:23]=3)[C:19]([O:21][CH3:22])=[O:20])=[CH:9][CH:8]=2)[C:4]([CH3:26])=[N:3]1.[H-].[Na+].C1C=CC(N([S:36]([C:39]([F:42])([F:41])[F:40])(=[O:38])=[O:37])[S:36]([C:39]([F:42])([F:41])[F:40])(=[O:38])=[O:37])=CC=1.Cl, predict the reaction product. The product is: [CH3:1][N:2]1[CH:6]=[C:5]([C:7]2[N:12]=[CH:11][C:10]([CH2:13][C:14]3[C:15]([CH3:25])=[CH:16][C:17]([O:24][S:36]([C:39]([F:42])([F:41])[F:40])(=[O:38])=[O:37])=[C:18]([CH:23]=3)[C:19]([O:21][CH3:22])=[O:20])=[CH:9][CH:8]=2)[C:4]([CH3:26])=[N:3]1. (6) Given the reactants [Br:1][C:2]1[CH:7]=[C:6]([N+:8]([O-:10])=[O:9])[CH:5]=[CH:4][C:3]=1[O:11]C, predict the reaction product. The product is: [Br:1][C:2]1[CH:7]=[C:6]([N+:8]([O-:10])=[O:9])[CH:5]=[CH:4][C:3]=1[OH:11].